This data is from Reaction yield outcomes from USPTO patents with 853,638 reactions. The task is: Predict the reaction yield, written as a fraction of the theoretical maximum amount of product (1.0 means a 100% yield; for example, 0.34 means a 34% yield). The reactants are [CH3:1][Mg]Cl.N#N.[CH2:6]([O:13][C:14]1[CH:15]=[C:16]2[C:21](=[CH:22][CH:23]=1)[CH:20]=[C:19]([C:24]1[CH:33]=[CH:32][C:27]([C:28]([O:30][CH3:31])=[O:29])=[CH:26][CH:25]=1)[C:18](OS(C(F)(F)F)(=O)=O)=[CH:17]2)[C:7]1[CH:12]=[CH:11][CH:10]=[CH:9][CH:8]=1. The catalyst is C1COCC1.[Cl-].[Cl-].[Zn+2].C1C=CC([P]([Pd]([P](C2C=CC=CC=2)(C2C=CC=CC=2)C2C=CC=CC=2)([P](C2C=CC=CC=2)(C2C=CC=CC=2)C2C=CC=CC=2)[P](C2C=CC=CC=2)(C2C=CC=CC=2)C2C=CC=CC=2)(C2C=CC=CC=2)C2C=CC=CC=2)=CC=1. The product is [CH2:6]([O:13][C:14]1[CH:15]=[C:16]2[C:21](=[CH:22][CH:23]=1)[CH:20]=[C:19]([C:24]1[CH:33]=[CH:32][C:27]([C:28]([O:30][CH3:31])=[O:29])=[CH:26][CH:25]=1)[C:18]([CH3:1])=[CH:17]2)[C:7]1[CH:12]=[CH:11][CH:10]=[CH:9][CH:8]=1. The yield is 0.680.